From a dataset of Forward reaction prediction with 1.9M reactions from USPTO patents (1976-2016). Predict the product of the given reaction. (1) The product is: [CH3:7][C:4]1[N:3]([C:8]2[CH:12]=[C:11]([CH:13]3[CH2:14][O:15][CH2:16]3)[N:10]([CH2:22][O:23][CH2:24][CH2:25][Si:26]([CH3:28])([CH3:27])[CH3:29])[N:9]=2)[C:2]([CH3:1])=[CH:6][CH:5]=1. Given the reactants [CH3:1][C:2]1[N:3]([C:8]2[CH:12]=[C:11]([C:13]3(OC(SC)=S)[CH2:16][O:15][CH2:14]3)[N:10]([CH2:22][O:23][CH2:24][CH2:25][Si:26]([CH3:29])([CH3:28])[CH3:27])[N:9]=2)[C:4]([CH3:7])=[CH:5][CH:6]=1.C([SnH](CCCC)CCCC)CCC.CC(N=NC(C#N)(C)C)(C#N)C, predict the reaction product. (2) Given the reactants OC(C(F)(F)F)=O.[OH:8][C:9]1([CH2:15][N:16]2[C:21](=[O:22])[C:20]3[CH:23]=[N:24][N:25]([C:26]4[CH:31]=[CH:30][CH:29]=[CH:28][CH:27]=4)[C:19]=3[N:18]=[CH:17]2)[CH2:14][CH2:13][NH:12][CH2:11][CH2:10]1.[CH2:32]([C@H:39]([CH2:43][NH:44][C:45]([O:47][C:48]([CH3:51])([CH3:50])[CH3:49])=[O:46])[C:40](O)=[O:41])[C:33]1[CH:38]=[CH:37][CH:36]=[CH:35][CH:34]=1, predict the reaction product. The product is: [C:48]([O:47][C:45](=[O:46])[NH:44][CH2:43][C@H:39]([CH2:32][C:33]1[CH:38]=[CH:37][CH:36]=[CH:35][CH:34]=1)[C:40]([N:12]1[CH2:13][CH2:14][C:9]([OH:8])([CH2:15][N:16]2[C:21](=[O:22])[C:20]3[CH:23]=[N:24][N:25]([C:26]4[CH:31]=[CH:30][CH:29]=[CH:28][CH:27]=4)[C:19]=3[N:18]=[CH:17]2)[CH2:10][CH2:11]1)=[O:41])([CH3:51])([CH3:49])[CH3:50].